The task is: Regression/Classification. Given a drug SMILES string, predict its absorption, distribution, metabolism, or excretion properties. Task type varies by dataset: regression for continuous measurements (e.g., permeability, clearance, half-life) or binary classification for categorical outcomes (e.g., BBB penetration, CYP inhibition). Dataset: b3db_classification.. This data is from Blood-brain barrier permeability classification from the B3DB database. (1) The molecule is Cc1ccccc1OC[C@@H](CO[C@@H](O)C(Cl)(Cl)Cl)O[C@H](O)C(Cl)(Cl)Cl. The result is 1 (penetrates BBB). (2) The molecule is CC[C@H](C)[C@@H](CC)C(=O)NC(N)=O. The result is 1 (penetrates BBB). (3) The drug is N#Cc1ccc(N2CCC3(CCNCC3)CC2)cc1. The result is 0 (does not penetrate BBB). (4) The molecule is CCC(C)n1ncn(-c2ccc(N3CCN(c4ccc(OC[C@H]5CO[C@](Cn6cncn6)(c6ccc(Cl)cc6Cl)O5)cc4)CC3)cc2)c1=O. The result is 1 (penetrates BBB).